Predict the product of the given reaction. From a dataset of Forward reaction prediction with 1.9M reactions from USPTO patents (1976-2016). (1) The product is: [C:1]([NH:5][C:6]([C:8]1[C:16]2[C:11](=[N:12][CH:13]=[C:14]([C:17]3[C:25]4[C:20](=[CH:21][CH:22]=[C:23]([C:26]#[N:27])[CH:24]=4)[N:19]([CH3:28])[N:18]=3)[N:15]=2)[NH:10][CH:9]=1)=[O:7])([CH3:4])([CH3:3])[CH3:2]. Given the reactants [C:1]([NH:5][C:6]([C:8]1[C:16]2[C:11](=[N:12][CH:13]=[C:14]([C:17]3[C:25]4[C:20](=[CH:21][CH:22]=[C:23]([C:26]#[N:27])[CH:24]=4)[N:19]([CH3:28])[N:18]=3)[N:15]=2)[N:10](COCC[Si](C)(C)C)[CH:9]=1)=[O:7])([CH3:4])([CH3:3])[CH3:2].FC(F)(F)C(O)=O.C(N)CN.O, predict the reaction product. (2) Given the reactants [CH:1]([N:4]1[C:8]([C:9]2[N:10]=[C:11]3[C:17]4[CH:18]=[CH:19][C:20]([OH:22])=[CH:21][C:16]=4[O:15][CH2:14][CH2:13][N:12]3[CH:23]=2)=[N:7][CH:6]=[N:5]1)([CH3:3])[CH3:2].[CH3:24][O:25][C:26](=[O:32])[CH:27]([CH:29]1[CH2:31][CH2:30]1)O.CC(OC(/N=N/C(OC(C)C)=O)=O)C, predict the reaction product. The product is: [CH3:24][O:25][C:26](=[O:32])[CH:27]([CH:29]1[CH2:31][CH2:30]1)[O:22][C:20]1[CH:19]=[CH:18][C:17]2[C:11]3[N:12]([CH2:13][CH2:14][O:15][C:16]=2[CH:21]=1)[CH:23]=[C:9]([C:8]1[N:4]([CH:1]([CH3:3])[CH3:2])[N:5]=[CH:6][N:7]=1)[N:10]=3.